This data is from Forward reaction prediction with 1.9M reactions from USPTO patents (1976-2016). The task is: Predict the product of the given reaction. (1) Given the reactants [CH3:1][N:2]1[CH2:7][CH2:6][O:5][CH:4]([CH2:8][OH:9])[CH2:3]1.CCN(C(C)C)C(C)C.[Cl:19][C:20](OC1C=CC([N+]([O-])=O)=CC=1)=[O:21].Cl.Cl.[Cl:34][C:35]1[CH:40]=[CH:39][C:38]([N:41]2[CH2:46][CH2:45][NH:44][CH2:43][CH2:42]2)=[CH:37][CH:36]=1.Cl.CCOCC, predict the reaction product. The product is: [ClH:19].[ClH:34].[Cl:34][C:35]1[CH:36]=[CH:37][C:38]([N:41]2[CH2:46][CH2:45][N:44]([C:20]([O:9][CH2:8][CH:4]3[O:5][CH2:6][CH2:7][N:2]([CH3:1])[CH2:3]3)=[O:21])[CH2:43][CH2:42]2)=[CH:39][CH:40]=1. (2) Given the reactants [I:1][C:2]1[C:10]2[C:5](=[N:6][CH:7]=[N:8][C:9]=2[NH2:11])[NH:4][N:3]=1.CS(C)=O.[O:16]1[CH:18]2[CH2:19][CH:20]=[CH:21][CH:17]12, predict the reaction product. The product is: [NH2:11][C:9]1[N:8]=[CH:7][N:6]=[C:5]2[N:4]([CH:20]3[CH2:21][CH:17]([OH:16])[CH:18]=[CH:19]3)[N:3]=[C:2]([I:1])[C:10]=12. (3) Given the reactants [CH3:1][N:2]1[C:10]2[C:5](=[CH:6][CH:7]=[CH:8][CH:9]=2)[CH:4]=[CH:3]1.N1([C:20](=[O:28])[CH2:21][C:22]2[CH:27]=[CH:26][CH:25]=[CH:24][CH:23]=2)C2C=CC=CC=2N=N1.[Cl-].[Cl-].[Cl-].[Al+3].CO, predict the reaction product. The product is: [CH3:1][N:2]1[C:10]2[C:5](=[CH:6][CH:7]=[CH:8][CH:9]=2)[C:4]([C:20](=[O:28])[CH2:21][C:22]2[CH:27]=[CH:26][CH:25]=[CH:24][CH:23]=2)=[CH:3]1. (4) Given the reactants [OH:1][C:2]1[C:7]2[C@@:8]3([OH:45])[C@@:21]([O:25][CH3:26])([C@H:22]([OH:24])[CH2:23][C:6]=2[CH:5]=[C:4]([CH3:46])[C:3]=1[C:47]([O:49][CH3:50])=[O:48])[C:20](=[O:27])[C:19]1[C:10](=[CH:11][C:12]2[C:13](=[O:43])[C:14]([NH:30][C@@H:31]4[C@H:36]([O:37][CH3:38])[C@H:35]([OH:39])[C@@H:34]([O:40][CH3:41])[C@H:33]([CH3:42])[O:32]4)=[CH:15][C:16](=O)[C:17]=2[C:18]=1[OH:28])[C:9]3=[O:44].[CH3:51][NH2:52], predict the reaction product. The product is: [OH:1][C:2]1[C:7]2[C@@:8]3([OH:45])[C@@:21]([O:25][CH3:26])([C@H:22]([OH:24])[CH2:23][C:6]=2[CH:5]=[C:4]([CH3:46])[C:3]=1[C:47]([O:49][CH3:50])=[O:48])[C:20](=[O:27])[C:19]1[C:10](=[CH:11][C:12]2[C:13](=[O:43])[C:14]([NH:30][C@@H:31]4[C@H:36]([O:37][CH3:38])[C@H:35]([OH:39])[C@@H:34]([O:40][CH3:41])[C@H:33]([CH3:42])[O:32]4)=[CH:15]/[C:16](=[N:52]\[CH3:51])/[C:17]=2[C:18]=1[OH:28])[C:9]3=[O:44].